Predict the product of the given reaction. From a dataset of Forward reaction prediction with 1.9M reactions from USPTO patents (1976-2016). (1) Given the reactants [F:1][C:2]1[CH:7]=[CH:6][CH:5]=[CH:4][C:3]=1[C:8]1[N:13]=[N:12][C:11]([O:14][CH2:15][C:16]([OH:18])=O)=[CH:10][CH:9]=1.[NH:19]1[CH2:24][CH2:23][CH2:22][CH2:21][CH2:20]1.[B-](F)(F)(F)F.CCOC(C(C#N)=NOC(N(C)C)=[N+](C)C)=O, predict the reaction product. The product is: [F:1][C:2]1[CH:7]=[CH:6][CH:5]=[CH:4][C:3]=1[C:8]1[N:13]=[N:12][C:11]([O:14][CH2:15][C:16]([N:19]2[CH2:24][CH2:23][CH2:22][CH2:21][CH2:20]2)=[O:18])=[CH:10][CH:9]=1. (2) Given the reactants Br[C:2]1[N:11]=[C:5]2[CH:6]=[C:7]([Br:10])[CH:8]=[CH:9][N:4]2[N:3]=1.[CH3:12][NH:13][CH:14]1[CH2:16][CH2:15]1, predict the reaction product. The product is: [Br:10][C:7]1[CH:8]=[CH:9][N:4]2[N:3]=[C:2]([N:13]([CH:14]3[CH2:16][CH2:15]3)[CH3:12])[N:11]=[C:5]2[CH:6]=1. (3) Given the reactants [Mg].BrCCBr.CC([Si](C)(C)[O:11][CH2:12][CH2:13][CH2:14][C:15]1[CH:20]=[CH:19][C:18]([Br:21])=[CH:17][CH:16]=1)(C)C, predict the reaction product. The product is: [Br:21][C:18]1[CH:17]=[CH:16][C:15]([CH2:14][CH2:13][CH2:12][OH:11])=[CH:20][CH:19]=1. (4) Given the reactants [CH2:1]([O:8][C:9]1[CH:10]=[C:11]([OH:17])[CH:12]=[CH:13][C:14]=1[O:15][CH3:16])[C:2]1[CH:7]=[CH:6][CH:5]=[CH:4][CH:3]=1.CC(C)([O-])C.[K+].Cl[C:25]1[C:30]([CH3:31])=[CH:29][C:28]([N+:32]([O-:34])=[O:33])=[CH:27][C:26]=1[CH3:35], predict the reaction product. The product is: [CH2:1]([O:8][C:9]1[CH:10]=[C:11]([CH:12]=[CH:13][C:14]=1[O:15][CH3:16])[O:17][C:25]1[C:26]([CH3:35])=[CH:27][C:28]([N+:32]([O-:34])=[O:33])=[CH:29][C:30]=1[CH3:31])[C:2]1[CH:3]=[CH:4][CH:5]=[CH:6][CH:7]=1. (5) The product is: [CH2:1]([O:3][C:4](=[O:22])[CH:5]([C:6]1[NH:7][C:8]2[C:13]([C:14]=1[S:15][C:16]([CH3:17])([CH3:18])[CH3:19])=[CH:12][C:11]([O:20][CH3:21])=[CH:10][CH:9]=2)[CH2:28][C:27]1[CH:30]=[CH:31][C:24]([Br:23])=[CH:25][CH:26]=1)[CH3:2]. Given the reactants [CH2:1]([O:3][C:4](=[O:22])[CH2:5][C:6]1[NH:7][C:8]2[C:13]([C:14]=1[S:15][C:16]([CH3:19])([CH3:18])[CH3:17])=[CH:12][C:11]([O:20][CH3:21])=[CH:10][CH:9]=2)[CH3:2].[Br:23][C:24]1[CH:31]=[CH:30][C:27]([CH2:28]Br)=[CH:26][CH:25]=1, predict the reaction product. (6) Given the reactants [C:1]1([CH2:7][C:8]([OH:10])=[O:9])[CH:6]=[CH:5][CH:4]=[CH:3][CH:2]=1.[C:11]([O:15][C:16]([N:18]1[CH2:23][CH2:22][CH:21]([CH2:24][CH2:25]O)[CH2:20][CH2:19]1)=[O:17])([CH3:14])([CH3:13])[CH3:12].C1CCC(N=C=NC2CCCCC2)CC1, predict the reaction product. The product is: [C:11]([O:15][C:16]([N:18]1[CH2:23][CH2:22][CH:21]([CH2:24][CH2:25][O:9][C:8](=[O:10])[CH2:7][C:1]2[CH:6]=[CH:5][CH:4]=[CH:3][CH:2]=2)[CH2:20][CH2:19]1)=[O:17])([CH3:14])([CH3:13])[CH3:12]. (7) Given the reactants CS(O[C:6]1[CH:11]=[CH:10][CH:9]=[C:8]([C:12]2[S:13][C:14]3[CH:22]=[CH:21][CH:20]=[CH:19][C:15]=3[C:16](=[O:18])[N:17]=2)[N:7]=1)(=O)=O.[CH2:23]([N:25]([CH2:28][CH3:29])[CH2:26][CH3:27])C.N1CCCC[CH2:31]1.C(OCC)(=O)C, predict the reaction product. The product is: [N:25]1([CH2:23][C:6]2[N:7]=[C:8]([C:12]3[S:13][C:14]4[CH:22]=[CH:21][CH:20]=[CH:19][C:15]=4[C:16](=[O:18])[N:17]=3)[CH:9]=[CH:10][CH:11]=2)[CH2:28][CH2:29][CH2:31][CH2:27][CH2:26]1.